Dataset: Reaction yield outcomes from USPTO patents with 853,638 reactions. Task: Predict the reaction yield, written as a fraction of the theoretical maximum amount of product (1.0 means a 100% yield; for example, 0.34 means a 34% yield). (1) The reactants are [CH2:1]([N:8]1[CH2:14][C@@H:13]2[C@H:9]1[CH2:10][CH2:11][NH:12]2)[C:2]1[CH:7]=[CH:6][CH:5]=[CH:4][CH:3]=1.[Cl:15][C:16]1[CH:21]=[CH:20][C:19](I)=[CH:18][N:17]=1.CC(C)([O-])C.[Na+]. No catalyst specified. The product is [CH2:1]([N:8]1[CH2:14][C@@H:13]2[C@H:9]1[CH2:10][CH2:11][N:12]2[C:19]1[CH:18]=[N:17][C:16]([Cl:15])=[CH:21][CH:20]=1)[C:2]1[CH:3]=[CH:4][CH:5]=[CH:6][CH:7]=1. The yield is 0.840. (2) The reactants are [CH3:1][C:2]1([CH3:24])[CH:3]([NH:16]C(=O)OC(C)(C)C)[C:4](=[O:15])[N:5]([C:9]2[CH:14]=[CH:13][CH:12]=[CH:11][CH:10]=2)[CH2:6][CH:7]=[CH:8]1.Cl. The catalyst is O1CCOCC1. The product is [NH2:16][CH:3]1[C:2]([CH3:24])([CH3:1])[CH:8]=[CH:7][CH2:6][N:5]([C:9]2[CH:14]=[CH:13][CH:12]=[CH:11][CH:10]=2)[C:4]1=[O:15]. The yield is 0.820. (3) The reactants are [Br:1][C:2]1[C:3]([NH:18][C:19]2[CH:26]=[CH:25][C:22]([C:23]#N)=[CH:21]C=2)=[N:4][C:5](NC2C(C)=CC(C)=CC=2C)=[N:6][CH:7]=1.CCO[CH2:30][CH3:31].Cl.[NH2:33][C:34]1[CH:41]=[CH:40][C:37]([C:38]#[N:39])=[CH:36][CH:35]=1.O1CCOC[CH2:43]1. No catalyst specified. The product is [Br:1][C:2]1[C:3]([NH:18][C:19]2[C:26]([CH3:43])=[CH:25][C:22]([CH3:23])=[CH:21][C:30]=2[CH3:31])=[N:4][C:5]([NH:33][C:34]2[CH:41]=[CH:40][C:37]([C:38]#[N:39])=[CH:36][CH:35]=2)=[N:6][CH:7]=1. The yield is 0.130. (4) The reactants are [Cl:1][C:2]1[CH:26]=[CH:25][C:5]([CH2:6][C:7]2[C:11]([C:12]#[N:13])=[C:10]([N:14]3[CH2:19][CH2:18][O:17][CH2:16][CH2:15]3)[S:9][C:8]=2[C:20]([O:22]CC)=[O:21])=[CH:4][C:3]=1[F:27].O1CCCC1.CO.[OH-].[Na+].O. No catalyst specified. The product is [Cl:1][C:2]1[CH:26]=[CH:25][C:5]([CH2:6][C:7]2[C:11]([C:12]#[N:13])=[C:10]([N:14]3[CH2:19][CH2:18][O:17][CH2:16][CH2:15]3)[S:9][C:8]=2[C:20]([OH:22])=[O:21])=[CH:4][C:3]=1[F:27]. The yield is 0.663. (5) The reactants are [O:1]=[C:2]1[CH:8](C(OC)=O)[CH2:7][C:6]2[CH:13]=[CH:14][CH:15]=[CH:16][C:5]=2[CH2:4][CH:3]1C(OC)=O.[OH-].[K+]. The catalyst is C(O)C. The product is [O:1]=[C:2]1[CH2:8][CH2:7][C:6]2[CH:13]=[CH:14][CH:15]=[CH:16][C:5]=2[CH2:4][CH2:3]1. The yield is 0.570. (6) The reactants are C([Sn](CCCC)(CCCC)[C:6]1[S:10][CH:9]=[N:8][CH:7]=1)CCC.[F:19][C:20]1[CH:27]=[CH:26][C:25](I)=[CH:24][C:21]=1[C:22]#[N:23].N#N. The product is [F:19][C:20]1[CH:27]=[CH:26][C:25]([C:6]2[S:10][CH:9]=[N:8][CH:7]=2)=[CH:24][C:21]=1[C:22]#[N:23]. The yield is 0.820. The catalyst is C1COCC1. (7) The reactants are [CH2:1]([O:3][C:4]([C:6]1[N:7]=[N:8][N:9]([CH2:12][C:13]2[CH:18]=[CH:17][C:16]([O:19][CH3:20])=[CH:15][CH:14]=2)[C:10]=1[OH:11])=[O:5])[CH3:2].C(=O)([O-])[O-].[K+].[K+].Cl[C:28]([F:35])([F:34])C(OCC)=O. The catalyst is CN(C)C=O. The product is [CH2:1]([O:3][C:4]([C:6]1[N:7]=[N:8][N:9]([CH2:12][C:13]2[CH:14]=[CH:15][C:16]([O:19][CH3:20])=[CH:17][CH:18]=2)[C:10]=1[O:11][CH:28]([F:35])[F:34])=[O:5])[CH3:2]. The yield is 0.620. (8) The reactants are Cl[C:2]1[C:11]2[C:6](=[CH:7][C:8]([O:14][CH3:15])=[C:9]([O:12][CH3:13])[CH:10]=2)[N:5]=[CH:4][CH:3]=1.[C:16]([NH:25][C:26]1[CH:31]=[CH:30][CH:29]=[CH:28][CH:27]=1)(=[O:24])[C:17]1[C:18](=[CH:20][CH:21]=[CH:22][CH:23]=1)[OH:19]. The catalyst is CN(C)C1C=CN=CC=1.ClC1C=CC=CC=1Cl. The product is [C:26]1([NH:25][C:16](=[O:24])[C:17]2[CH:23]=[CH:22][CH:21]=[CH:20][C:18]=2[O:19][C:2]2[C:11]3[C:6](=[CH:7][C:8]([O:14][CH3:15])=[C:9]([O:12][CH3:13])[CH:10]=3)[N:5]=[CH:4][CH:3]=2)[CH:27]=[CH:28][CH:29]=[CH:30][CH:31]=1. The yield is 0.860.